The task is: Predict the product of the given reaction.. This data is from Forward reaction prediction with 1.9M reactions from USPTO patents (1976-2016). Given the reactants [C:1]([N:3]=[C:4](OCC)[C:5]([CH3:14])([O:7][C:8]1[CH:13]=[CH:12][CH:11]=[CH:10][CH:9]=1)[CH3:6])#[N:2].[NH2:18][C:19]12[CH2:25][C:22]([C:26]([NH2:28])=[O:27])([CH2:23][CH2:24]1)[CH2:21][CH2:20]2, predict the reaction product. The product is: [C:1]([N:3]=[C:4]([NH:18][C:19]12[CH2:25][C:22]([C:26]([NH2:28])=[O:27])([CH2:21][CH2:20]1)[CH2:23][CH2:24]2)[C:5]([CH3:6])([O:7][C:8]1[CH:9]=[CH:10][CH:11]=[CH:12][CH:13]=1)[CH3:14])#[N:2].